Dataset: Catalyst prediction with 721,799 reactions and 888 catalyst types from USPTO. Task: Predict which catalyst facilitates the given reaction. (1) Reactant: [OH:1][C:2]1[CH:7]=[CH:6][C:5]([C:8](=[O:10])[CH3:9])=[CH:4][C:3]=1[CH3:11].[C:12](=O)([O-])[O-].[K+].[K+].CI.O. Product: [CH3:12][O:1][C:2]1[CH:7]=[CH:6][C:5]([C:8](=[O:10])[CH3:9])=[CH:4][C:3]=1[CH3:11]. The catalyst class is: 9. (2) Reactant: N1CCCC1.[H-].COCCO[Al+]OCCOC.[Na+].[H-].CC(C)([O-])C.[CH3:25][O:26][C:27]1[CH:28]=[C:29]([CH:34]=[CH:35][C:36]=1[N:37]1[CH:41]=[C:40]([CH3:42])[N:39]=[CH:38]1)[C:30](OC)=[O:31].[OH-].[Na+]. Product: [CH3:25][O:26][C:27]1[CH:28]=[C:29]([CH:34]=[CH:35][C:36]=1[N:37]1[CH:41]=[C:40]([CH3:42])[N:39]=[CH:38]1)[CH:30]=[O:31]. The catalyst class is: 56. (3) Reactant: [H-].[Na+].[F:3][C:4]([F:18])([F:17])[C:5]1[CH:10]=[CH:9][N:8]=[C:7]([C:11]2[NH:12][O:13][C:14](=[O:16])[N:15]=2)[CH:6]=1.[CH3:19][C:20]1[CH:30]=[CH:29][C:23]([C:24]([O:26][CH2:27]Cl)=[O:25])=[CH:22][CH:21]=1.[Cl-].[NH4+]. Product: [CH3:19][C:20]1[CH:30]=[CH:29][C:23]([C:24]([O:26][CH2:27][N:15]2[C:14](=[O:16])[O:13][N:12]=[C:11]2[C:7]2[CH:6]=[C:5]([C:4]([F:3])([F:17])[F:18])[CH:10]=[CH:9][N:8]=2)=[O:25])=[CH:22][CH:21]=1. The catalyst class is: 9. (4) Reactant: Cl[C:2]([O:4][CH2:5][CH:6]1[C:18]2[CH:17]=[CH:16][CH:15]=[CH:14][C:13]=2[C:12]2[C:7]1=[CH:8][CH:9]=[CH:10][CH:11]=2)=[O:3].[NH2:19][C@@:20]1([C:32]([O:34][CH2:35][CH3:36])=[O:33])[CH2:25][C:24](=[CH2:26])[C@@H:23]2[C@H:21]1[C@H:22]2[C:27]([O:29][CH2:30][CH3:31])=[O:28].C(=O)(O)[O-].[Na+]. Product: [CH:17]1[C:18]2[CH:6]([CH2:5][O:4][C:2]([NH:19][C@@:20]3([C:32]([O:34][CH2:35][CH3:36])=[O:33])[CH2:25][C:24](=[CH2:26])[C@@H:23]4[C@H:21]3[C@H:22]4[C:27]([O:29][CH2:30][CH3:31])=[O:28])=[O:3])[C:7]3[C:12](=[CH:11][CH:10]=[CH:9][CH:8]=3)[C:13]=2[CH:14]=[CH:15][CH:16]=1. The catalyst class is: 30. (5) Reactant: [OH:1][CH2:2][C:3]([CH3:9])([CH3:8])[C:4]([O:6][CH3:7])=[O:5].C1C=C[NH+]=CC=1.[O-][Cr](Cl)(=O)=O. The catalyst class is: 2. Product: [CH3:8][C:3]([CH3:9])([CH:2]=[O:1])[C:4]([O:6][CH3:7])=[O:5].